Predict the reaction yield, written as a fraction of the theoretical maximum amount of product (1.0 means a 100% yield; for example, 0.34 means a 34% yield). From a dataset of Reaction yield outcomes from USPTO patents with 853,638 reactions. (1) The reactants are [BH4-].[Na+].CCO.[CH2:6]([O:8][C:9](=[O:35])[CH2:10][O:11][CH2:12][CH2:13][CH2:14][CH2:15][N:16]1[C:21](=[O:22])[CH2:20][CH2:19][CH2:18][C@@H:17]1/[CH:23]=[CH:24]/[C:25](=[O:34])[CH2:26][C:27]1[CH:32]=[CH:31][CH:30]=[C:29]([Cl:33])[CH:28]=1)[CH3:7]. The catalyst is C(Cl)Cl. The product is [CH2:6]([O:8][C:9](=[O:35])[CH2:10][O:11][CH2:12][CH2:13][CH2:14][CH2:15][N:16]1[C:21](=[O:22])[CH2:20][CH2:19][CH2:18][C@@H:17]1/[CH:23]=[CH:24]/[CH:25]([OH:34])[CH2:26][C:27]1[CH:32]=[CH:31][CH:30]=[C:29]([Cl:33])[CH:28]=1)[CH3:7]. The yield is 0.800. (2) The reactants are [Li+].[OH-].O.[Cl:4][C:5]1[CH:37]=[CH:36][CH:35]=[C:34]([Cl:38])[C:6]=1[C:7]([NH:9][C@H:10]([C:30]([O:32]C)=[O:31])[CH2:11][C:12]1[CH:17]=[CH:16][C:15]([O:18][CH2:19][CH2:20][CH2:21][C:22]2[CH:27]=[CH:26][CH:25]=[C:24]([NH:28][CH3:29])[N:23]=2)=[CH:14][CH:13]=1)=[O:8]. The catalyst is CC(N(C)C)=O. The product is [Cl:4][C:5]1[CH:37]=[CH:36][CH:35]=[C:34]([Cl:38])[C:6]=1[C:7]([NH:9][C@H:10]([C:30]([OH:32])=[O:31])[CH2:11][C:12]1[CH:17]=[CH:16][C:15]([O:18][CH2:19][CH2:20][CH2:21][C:22]2[CH:27]=[CH:26][CH:25]=[C:24]([NH:28][CH3:29])[N:23]=2)=[CH:14][CH:13]=1)=[O:8]. The yield is 0.370.